From a dataset of Peptide-MHC class I binding affinity with 185,985 pairs from IEDB/IMGT. Regression. Given a peptide amino acid sequence and an MHC pseudo amino acid sequence, predict their binding affinity value. This is MHC class I binding data. (1) The peptide sequence is KLYGYASLTT. The binding affinity (normalized) is 1.00. The MHC is HLA-A02:03 with pseudo-sequence HLA-A02:03. (2) The peptide sequence is TVAHQVCPY. The MHC is HLA-A02:01 with pseudo-sequence HLA-A02:01. The binding affinity (normalized) is 0.0847. (3) The peptide sequence is KVIQPRVEK. The MHC is HLA-B58:01 with pseudo-sequence HLA-B58:01. The binding affinity (normalized) is 0.0847. (4) The peptide sequence is QAHMGIAGL. The MHC is HLA-B46:01 with pseudo-sequence HLA-B46:01. The binding affinity (normalized) is 0.0847.